Dataset: Full USPTO retrosynthesis dataset with 1.9M reactions from patents (1976-2016). Task: Predict the reactants needed to synthesize the given product. Given the product [F:1][C:2]1[CH:3]=[C:4]([O:15][C:16]2[C:21]3[CH2:22][C:23]([CH3:26])([CH3:25])[O:24][C:20]=3[CH:19]=[C:18]([C:27]([NH:30][C:31]3[CH:35]=[CH:34][N:33]([CH3:36])[N:32]=3)=[O:29])[CH:17]=2)[CH:5]=[N:6][C:7]=1[C:8]([N:10]1[CH2:11][CH:12]([F:14])[CH2:13]1)=[O:9], predict the reactants needed to synthesize it. The reactants are: [F:1][C:2]1[CH:3]=[C:4]([O:15][C:16]2[C:21]3[CH2:22][C:23]([CH3:26])([CH3:25])[O:24][C:20]=3[CH:19]=[C:18]([C:27]([OH:29])=O)[CH:17]=2)[CH:5]=[N:6][C:7]=1[C:8]([N:10]1[CH2:13][CH:12]([F:14])[CH2:11]1)=[O:9].[NH2:30][C:31]1[CH:35]=[CH:34][N:33]([CH3:36])[N:32]=1.C(N(CC)CC)C.CN(C(ON1N=NC2C=CC=NC1=2)=[N+](C)C)C.F[P-](F)(F)(F)(F)F.